From a dataset of Peptide-MHC class I binding affinity with 185,985 pairs from IEDB/IMGT. Regression. Given a peptide amino acid sequence and an MHC pseudo amino acid sequence, predict their binding affinity value. This is MHC class I binding data. (1) The binding affinity (normalized) is 0.417. The MHC is HLA-A29:02 with pseudo-sequence YTAMYLQNVAQTDANTLYIMYRDYTWAVLAYTWY. The peptide sequence is EPEFYEAMY. (2) The peptide sequence is VLYGPDTPV. The MHC is HLA-A68:02 with pseudo-sequence HLA-A68:02. The binding affinity (normalized) is 0.151. (3) The peptide sequence is RYVKQESLML. The MHC is HLA-A02:01 with pseudo-sequence HLA-A02:01. The binding affinity (normalized) is 0. (4) The peptide sequence is PLMGGAYIAFPTSCHMFI. The MHC is HLA-B18:01 with pseudo-sequence HLA-B18:01. The binding affinity (normalized) is 0.0962. (5) The peptide sequence is HTQGYFPDWQ. The MHC is HLA-A03:01 with pseudo-sequence HLA-A03:01. The binding affinity (normalized) is 0.